Dataset: Full USPTO retrosynthesis dataset with 1.9M reactions from patents (1976-2016). Task: Predict the reactants needed to synthesize the given product. Given the product [OH:63][CH2:62][C@@H:34]1[C@@H:35]([OH:54])[C@H:36]([OH:46])[C@H:37]([OH:38])[C@@H:32]([CH2:31][CH2:30][C:26]2[CH:27]=[CH:28][CH:29]=[C:24]([C@@H:8]3[C@@H:9]([OH:20])[C@@H:10]([OH:16])[C@H:11]([OH:12])[C@@H:6]([CH2:5][OH:4])[O:7]3)[CH:25]=2)[O:33]1, predict the reactants needed to synthesize it. The reactants are: C([O:4][CH2:5][C@@H:6]1[C@@H:11]([O:12]C(=O)C)[C@H:10]([O:16]C(=O)C)[C@H:9]([O:20]C(=O)C)[C@@H:8]([C:24]2[CH:29]=[CH:28][CH:27]=[C:26]([C:30]#[C:31][C@@H:32]3[C@@H:37]([O:38]CC4C=CC=CC=4)[C@@H:36]([O:46]CC4C=CC=CC=4)[C@H:35]([O:54]CC4C=CC=CC=4)[C@@H:34]([CH2:62][O:63]CC4C=CC=CC=4)[O:33]3)[CH:25]=2)[O:7]1)(=O)C.CO[Na].CO.